Dataset: Full USPTO retrosynthesis dataset with 1.9M reactions from patents (1976-2016). Task: Predict the reactants needed to synthesize the given product. Given the product [CH2:31]([O:30][C:28]([C:2]1[CH:3]=[C:4]([N:8]2[CH2:12][C@@H:11]3[CH2:13][N:14]([C:16]([O:18][C:19]([CH3:22])([CH3:21])[CH3:20])=[O:17])[CH2:15][C@@H:10]3[CH2:9]2)[CH:5]=[N:6][CH:7]=1)=[CH2:29])[CH3:32], predict the reactants needed to synthesize it. The reactants are: Br[C:2]1[CH:3]=[C:4]([N:8]2[CH2:12][C@@H:11]3[CH2:13][N:14]([C:16]([O:18][C:19]([CH3:22])([CH3:21])[CH3:20])=[O:17])[CH2:15][C@@H:10]3[CH2:9]2)[CH:5]=[N:6][CH:7]=1.C([Sn](CCCC)(CCCC)[C:28]([O:30][CH2:31][CH3:32])=[CH2:29])CCC.